From a dataset of Peptide-MHC class II binding affinity with 134,281 pairs from IEDB. Regression. Given a peptide amino acid sequence and an MHC pseudo amino acid sequence, predict their binding affinity value. This is MHC class II binding data. The peptide sequence is LAAAAAWDALAAELY. The MHC is HLA-DPA10301-DPB10402 with pseudo-sequence HLA-DPA10301-DPB10402. The binding affinity (normalized) is 0.499.